Dataset: Forward reaction prediction with 1.9M reactions from USPTO patents (1976-2016). Task: Predict the product of the given reaction. (1) Given the reactants C[C@H]([C@H]1[C@]2(C)CC[C@H]3[C@]4(C)CC[C@@H](O)CC4=CC[C@@H]3[C@H]2CC1)CCCC(C)C.[CH:29]([C:31]([CH3:33])=[O:32])=[CH2:30].[CH3:34][CH:35]1[C:40](=O)[CH2:39][CH2:38][C:36]1=[O:37].N1CCC[C@@H]1C(O)=O, predict the reaction product. The product is: [CH3:34][C:35]12[C:36](=[O:37])[CH2:38][CH2:39][C:40]1=[CH:33][C:31](=[O:32])[CH2:29][CH2:30]2. (2) Given the reactants [C:1]1([NH:7][C:8]2[C:13]([C:14](=[O:17])[CH2:15][CH3:16])=[CH:12][CH:11]=[CH:10][N:9]=2)[CH:6]=[CH:5][CH:4]=[CH:3][CH:2]=1.C[Si]([N-][Si](C)(C)C)(C)C.[Na+].[O:28]1[CH:32]=[CH:31][N:30]=[C:29]1[C:33](Cl)=O, predict the reaction product. The product is: [CH3:16][C:15]1[C:14](=[O:17])[C:13]2[C:8](=[N:9][CH:10]=[CH:11][CH:12]=2)[N:7]([C:1]2[CH:6]=[CH:5][CH:4]=[CH:3][CH:2]=2)[C:33]=1[C:29]1[O:28][CH:32]=[CH:31][N:30]=1.